From a dataset of Peptide-MHC class I binding affinity with 185,985 pairs from IEDB/IMGT. Regression. Given a peptide amino acid sequence and an MHC pseudo amino acid sequence, predict their binding affinity value. This is MHC class I binding data. The binding affinity (normalized) is 0.0847. The MHC is HLA-A01:01 with pseudo-sequence HLA-A01:01. The peptide sequence is ALGIICSAL.